Task: Predict the product of the given reaction.. Dataset: Forward reaction prediction with 1.9M reactions from USPTO patents (1976-2016) (1) Given the reactants C([O:8][C:9]1[CH:14]=[C:13]([O:15]CC2C=CC=CC=2)[C:12]([C:23]([CH3:25])=[CH2:24])=[CH:11][C:10]=1[C:26]([N:28]1[CH2:36][C:35]2[C:30](=[CH:31][CH:32]=[CH:33][C:34]=2[O:37][CH2:38][CH2:39][O:40][CH2:41][CH2:42][O:43][CH3:44])[CH2:29]1)=[O:27])C1C=CC=CC=1, predict the reaction product. The product is: [OH:8][C:9]1[CH:14]=[C:13]([OH:15])[C:12]([CH:23]([CH3:25])[CH3:24])=[CH:11][C:10]=1[C:26]([N:28]1[CH2:36][C:35]2[C:30](=[CH:31][CH:32]=[CH:33][C:34]=2[O:37][CH2:38][CH2:39][O:40][CH2:41][CH2:42][O:43][CH3:44])[CH2:29]1)=[O:27]. (2) Given the reactants [Li+].[OH-].C[O:4][C:5](=[O:36])[CH2:6][NH:7][C:8]([C:10]1[S:11][C:12]([C:16]([CH2:34][CH3:35])([C:19]2[CH:24]=[CH:23][C:22]([CH2:25][CH2:26][CH:27]([OH:32])[C:28]([CH3:31])([CH3:30])[CH3:29])=[C:21]([CH3:33])[CH:20]=2)[CH2:17][CH3:18])=[CH:13][C:14]=1[CH3:15])=[O:9], predict the reaction product. The product is: [CH2:17]([C:16]([C:12]1[S:11][C:10]([C:8]([NH:7][CH2:6][C:5]([OH:36])=[O:4])=[O:9])=[C:14]([CH3:15])[CH:13]=1)([C:19]1[CH:24]=[CH:23][C:22]([CH2:25][CH2:26][CH:27]([OH:32])[C:28]([CH3:30])([CH3:31])[CH3:29])=[C:21]([CH3:33])[CH:20]=1)[CH2:34][CH3:35])[CH3:18]. (3) Given the reactants [O:1]=[C:2]1[CH2:7][CH2:6][CH:5]([C:8]([O:10][CH2:11][CH3:12])=[O:9])[CH2:4][CH2:3]1.[I-].[CH3:14][S+](C)C.CC(C)CN1CCN2CCN(CC(C)C)P1N(CC(C)C)CC2, predict the reaction product. The product is: [O:1]1[C:2]2([CH2:7][CH2:6][CH:5]([C:8]([O:10][CH2:11][CH3:12])=[O:9])[CH2:4][CH2:3]2)[CH2:14]1. (4) Given the reactants [CH:1]1([N:6]2[C:11]([CH3:12])=[C:10]([C:13]3[CH:18]=[CH:17][CH:16]=[C:15]([CH:19]([F:21])[F:20])[CH:14]=3)[C:9](=[O:22])[C:8]([C:23](O)=[O:24])=[CH:7]2)[CH2:5][CH2:4][CH2:3][CH2:2]1.CN(C(ON1N=NC2C=CC=CC1=2)=[N+](C)C)C.F[P-](F)(F)(F)(F)F.CCN(C(C)C)C(C)C.[CH3:59][C:60]1[O:64][C:63]([CH2:65][NH2:66])=[N:62][N:61]=1, predict the reaction product. The product is: [CH3:59][C:60]1[O:64][C:63]([CH2:65][NH:66][C:23]([C:8]2[C:9](=[O:22])[C:10]([C:13]3[CH:18]=[CH:17][CH:16]=[C:15]([CH:19]([F:20])[F:21])[CH:14]=3)=[C:11]([CH3:12])[N:6]([CH:1]3[CH2:2][CH2:3][CH2:4][CH2:5]3)[CH:7]=2)=[O:24])=[N:62][N:61]=1. (5) Given the reactants [CH3:1][NH:2][C:3]1[C:4]([NH2:9])=[CH:5][CH:6]=[CH:7][CH:8]=1.[C:10](O)(=O)[CH:11]([CH:13]([C:15](O)=O)[OH:14])[OH:12], predict the reaction product. The product is: [CH3:1][N:2]1[C:3]2[CH:8]=[CH:7][CH:6]=[CH:5][C:4]=2[N:9]=[C:10]1[CH:11]([OH:12])[CH:13]([C:15]1[N:2]([CH3:1])[C:3]2[CH:8]=[CH:7][CH:6]=[CH:5][C:4]=2[N:9]=1)[OH:14]. (6) Given the reactants Br[C:2]1[CH:7]=[CH:6][C:5]([CH2:8][CH2:9][C:10]([O:12]C)=[O:11])=[CH:4][CH:3]=1.[OH:14][C:15]1[C:27]([C:28]([F:31])([F:30])[F:29])=[CH:26][CH:25]=[C:24]([CH2:32][O:33][C:34]2[CH:39]=[CH:38][C:37](B3OC(C)(C)C(C)(C)O3)=[CH:36][CH:35]=2)[C:16]=1[C:17]([O:19][C:20]([CH3:23])([CH3:22])[CH3:21])=[O:18], predict the reaction product. The product is: [C:20]([O:19][C:17]([C:16]1[C:15]([OH:14])=[C:27]([C:28]([F:29])([F:30])[F:31])[CH:26]=[CH:25][C:24]=1[CH2:32][O:33][C:34]1[CH:39]=[CH:38][C:37]([C:2]2[CH:3]=[CH:4][C:5]([CH2:8][CH2:9][C:10]([OH:12])=[O:11])=[CH:6][CH:7]=2)=[CH:36][CH:35]=1)=[O:18])([CH3:23])([CH3:21])[CH3:22]. (7) The product is: [F:1][C:2]1[CH:3]=[CH:4][C:5]([O:6][C:7]2[C:8]([C:9]([NH:23][CH2:24][C:25]3[CH:26]=[CH:27][C:28]([C:29]([OH:31])=[O:30])=[CH:33][CH:34]=3)=[O:11])=[CH:12][C:13]([C:16]([F:17])([F:19])[F:18])=[CH:14][N:15]=2)=[CH:20][CH:21]=1. Given the reactants [F:1][C:2]1[CH:21]=[CH:20][C:5]([O:6][C:7]2[N:15]=[CH:14][C:13]([C:16]([F:19])([F:18])[F:17])=[CH:12][C:8]=2[C:9]([OH:11])=O)=[CH:4][CH:3]=1.Cl.[NH2:23][CH2:24][C:25]1[CH:34]=[CH:33][C:28]([C:29]([O:31]C)=[O:30])=[CH:27][CH:26]=1, predict the reaction product. (8) Given the reactants [CH:1]1[C:9]2[C:8]3[CH:10]=[CH:11][CH:12]=[CH:13][C:7]=3[O:6][C:5]=2[C:4]([OH:14])=[CH:3][CH:2]=1.[H-].[Na+].[CH:17]1([CH2:20]Br)[CH2:19][CH2:18]1, predict the reaction product. The product is: [CH:17]1([CH2:20][O:14][C:4]2[C:5]3[O:6][C:7]4[CH:13]=[CH:12][CH:11]=[CH:10][C:8]=4[C:9]=3[CH:1]=[CH:2][CH:3]=2)[CH2:19][CH2:18]1.